The task is: Predict which catalyst facilitates the given reaction.. This data is from Catalyst prediction with 721,799 reactions and 888 catalyst types from USPTO. (1) Reactant: [OH:1][C:2]1[C:3]([C:16]([NH:18][CH2:19][C:20]2[CH:25]=[CH:24][CH:23]=[CH:22][N:21]=2)=[O:17])=[CH:4][N:5]([CH2:9][C:10]2[CH:15]=[CH:14][CH:13]=[CH:12][CH:11]=2)[C:6](=[O:8])[CH:7]=1.OC1C([C:41]([OH:43])=[O:42])=CN(CC2C=CC=CC=2)C(=O)C=1.C(Cl)CCl.C1C=CC2N(O)N=NC=2C=1.N1C=CC=CC=1CN.[CH3:66][N:67](C)[CH:68]=[O:69]. Product: [OH:1][C:2]1[C:3]([C:16]([NH:18][CH2:19][C:20]2[CH:25]=[CH:24][CH:23]=[CH:22][N:21]=2)=[O:17])=[CH:4][N:5]([CH2:9][C:10]2[CH:15]=[CH:14][CH:13]=[CH:12][CH:11]=2)[C:6](=[O:8])[C:7]=1[C:68]([NH:67][CH2:66][C:41]([OH:43])=[O:42])=[O:69]. The catalyst class is: 2. (2) Reactant: C(OC(=O)[NH:7][C:8]1[CH:13]=[C:12]([N:14]([CH3:16])[CH3:15])[C:11]([C:17]([F:20])([F:19])[F:18])=[CH:10][C:9]=1[NH:21][C:22](=[O:34])[CH2:23][C:24]([C:26]1[CH:31]=[CH:30][CH:29]=[C:28]([C:32]#[N:33])[CH:27]=1)=O)(C)(C)C.C(O)(C(F)(F)F)=O. Product: [CH3:15][N:14]([CH3:16])[C:12]1[C:11]([C:17]([F:20])([F:19])[F:18])=[CH:10][C:9]2[NH:21][C:22](=[O:34])[CH2:23][C:24]([C:26]3[CH:27]=[C:28]([CH:29]=[CH:30][CH:31]=3)[C:32]#[N:33])=[N:7][C:8]=2[CH:13]=1. The catalyst class is: 2. (3) Reactant: [C:1]12([C:9]3[NH:13][C:12]4[CH:14]=[CH:15][CH:16]=[C:17]([C:18]([NH2:20])=[O:19])[C:11]=4[N:10]=3)[CH2:8][CH2:7][CH:4]([CH2:5][CH2:6]1)[CH2:3][NH:2]2.C=O.[C:23]([BH3-])#N.[Na+]. Product: [CH3:23][N:2]1[CH2:3][CH:4]2[CH2:5][CH2:6][C:1]1([C:9]1[NH:13][C:12]3[CH:14]=[CH:15][CH:16]=[C:17]([C:18]([NH2:20])=[O:19])[C:11]=3[N:10]=1)[CH2:8][CH2:7]2. The catalyst class is: 5. (4) Reactant: [CH3:1][O:2][C:3]1[CH:11]=[C:10]2[C:6]([C:7]([C:12]([C:14]3[CH:19]=[C:18]([O:20][CH3:21])[C:17]([O:22][CH3:23])=[C:16]([O:24][CH3:25])[CH:15]=3)=[O:13])=[CH:8][NH:9]2)=[CH:5][CH:4]=1.CS(O[CH2:31][C:32]1([NH:40][C:41]([O:43][C:44]([CH3:47])([CH3:46])[CH3:45])=[O:42])[CH2:37][O:36][C:35]([CH3:39])([CH3:38])[O:34][CH2:33]1)(=O)=O. Product: [CH3:1][O:2][C:3]1[CH:11]=[C:10]2[C:6]([C:7]([C:12](=[O:13])[C:14]3[CH:19]=[C:18]([O:20][CH3:21])[C:17]([O:22][CH3:23])=[C:16]([O:24][CH3:25])[CH:15]=3)=[CH:8][N:9]2[CH2:31][C:32]2([NH:40][C:41](=[O:42])[O:43][C:44]([CH3:47])([CH3:46])[CH3:45])[CH2:37][O:36][C:35]([CH3:38])([CH3:39])[O:34][CH2:33]2)=[CH:5][CH:4]=1. The catalyst class is: 215. (5) Reactant: Cl.[Br:2][C:3]1[CH:8]=[C:7]2[NH:9][C:10](=[O:17])[C:11]3([CH2:16][CH2:15][NH:14][CH2:13][CH2:12]3)[C:6]2=[CH:5][CH:4]=1.[C:18](O[C:18]([O:20][C:21]([CH3:24])([CH3:23])[CH3:22])=[O:19])([O:20][C:21]([CH3:24])([CH3:23])[CH3:22])=[O:19]. Product: [Br:2][C:3]1[CH:8]=[C:7]2[NH:9][C:10](=[O:17])[C:11]3([CH2:12][CH2:13][N:14]([C:18]([O:20][C:21]([CH3:24])([CH3:23])[CH3:22])=[O:19])[CH2:15][CH2:16]3)[C:6]2=[CH:5][CH:4]=1. The catalyst class is: 2. (6) Reactant: [C:1]([O:8][CH3:9])(=[O:7])[CH2:2][C:3]([O:5][CH3:6])=[O:4].[H-].[Na+].[Br:12][C:13]1[C:14]([Cl:35])=[CH:15][C:16](F)=[C:17]([S:19]([N:22]2[C:31]3[C:26](=[CH:27][CH:28]=[CH:29][CH:30]=3)[C:25]([CH3:33])([CH3:32])[CH2:24][CH2:23]2)(=[O:21])=[O:20])[CH:18]=1. Product: [CH3:6][O:5][C:3](=[O:4])[CH:2]([C:16]1[CH:15]=[C:14]([Cl:35])[C:13]([Br:12])=[CH:18][C:17]=1[S:19]([N:22]1[C:31]2[C:26](=[CH:27][CH:28]=[CH:29][CH:30]=2)[C:25]([CH3:33])([CH3:32])[CH2:24][CH2:23]1)(=[O:21])=[O:20])[C:1]([O:8][CH3:9])=[O:7]. The catalyst class is: 3. (7) Reactant: [CH3:1][O:2][C:3]1[CH:8]=[CH:7][CH:6]=[CH:5][C:4]=1[C:9]1[N:10]=[C:11]2[C:17]([C:18]3[CH:23]=[CH:22][CH:21]=[CH:20][C:19]=3[O:24][CH3:25])=[CH:16][N:15](S(C3C=CC(C)=CC=3)(=O)=O)[C:12]2=[N:13][CH:14]=1.[OH-].[Na+]. Product: [CH3:1][O:2][C:3]1[CH:8]=[CH:7][CH:6]=[CH:5][C:4]=1[C:9]1[N:10]=[C:11]2[C:17]([C:18]3[CH:23]=[CH:22][CH:21]=[CH:20][C:19]=3[O:24][CH3:25])=[CH:16][NH:15][C:12]2=[N:13][CH:14]=1. The catalyst class is: 24. (8) Reactant: [Cl:1][C:2]1[CH:7]=[C:6]([CH2:8][OH:9])[CH:5]=[CH:4][C:3]=1[CH2:10][S:11]([NH2:14])(=[O:13])=[O:12].CCN(CC)CC. Product: [Cl:1][C:2]1[CH:7]=[C:6]([CH:8]=[O:9])[CH:5]=[CH:4][C:3]=1[CH2:10][S:11]([NH2:14])(=[O:12])=[O:13]. The catalyst class is: 16. (9) Reactant: [F:1][C:2]1[CH:7]=[CH:6][C:5]([N:8]2[C:16]3[C:11](=[CH:12][C:13]([C:17]([O:19]C)=[O:18])=[CH:14][CH:15]=3)[CH:10]=[CH:9]2)=[CH:4][CH:3]=1.O[Li].O.Cl. Product: [F:1][C:2]1[CH:3]=[CH:4][C:5]([N:8]2[C:16]3[C:11](=[CH:12][C:13]([C:17]([OH:19])=[O:18])=[CH:14][CH:15]=3)[CH:10]=[CH:9]2)=[CH:6][CH:7]=1. The catalyst class is: 20. (10) Reactant: N([O-])=O.[Na+].[CH3:5][O:6][C:7]1[CH:12]=[C:11]([C:13]([O:15][CH3:16])=[O:14])[C:10]([NH2:17])=[CH:9][C:8]=1[O:18][CH3:19].Cl.[N-:21]=[N+:22]=[N-].[Na+].C([O-])(=O)C.[Na+]. The catalyst class is: 6. Product: [N:17]([C:10]1[CH:9]=[C:8]([O:18][CH3:19])[C:7]([O:6][CH3:5])=[CH:12][C:11]=1[C:13]([O:15][CH3:16])=[O:14])=[N+:21]=[N-:22].